This data is from Catalyst prediction with 721,799 reactions and 888 catalyst types from USPTO. The task is: Predict which catalyst facilitates the given reaction. (1) Product: [Cl:1][C:2]1[CH:3]=[C:4]([NH:16][C:17]2[C:26]3[C:21](=[CH:22][CH:23]=[C:24]([NH:27][C:28](=[O:38])/[CH:29]=[CH:62]/[C@@H:58]4[CH2:59][CH2:60][CH2:61][N:57]4[CH3:56])[CH:25]=3)[N:20]=[CH:19][N:18]=2)[CH:5]=[CH:6][C:7]=1[O:8][CH2:9][C:10]1[CH:15]=[CH:14][CH:13]=[CH:12][N:11]=1. Reactant: [Cl:1][C:2]1[CH:3]=[C:4]([NH:16][C:17]2[C:26]3[C:21](=[CH:22][CH:23]=[C:24]([NH:27][C:28](=[O:38])[CH2:29]P(OCC)(OCC)=O)[CH:25]=3)[N:20]=[CH:19][N:18]=2)[CH:5]=[CH:6][C:7]=1[O:8][CH2:9][C:10]1[CH:15]=[CH:14][CH:13]=[CH:12][N:11]=1.C[Si]([N-][Si](C)(C)C)(C)C.[Li+].C1(C)C=CC=CC=1.[CH3:56][N:57]1[CH2:61][CH2:60][CH2:59][C@H:58]1[CH:62]=O. The catalyst class is: 7. (2) Reactant: C[O:2][C:3]([C:5]1[CH:10]=[CH:9][C:8]([C:11]2[CH:16]=[C:15]([Cl:17])[C:14]([CH2:18][C@@H:19]3[CH2:23][CH2:22][N:21]([CH:24]4[CH2:29][CH2:28][O:27][CH2:26][CH2:25]4)[C:20]3=[O:30])=[C:13]([Cl:31])[CH:12]=2)=[CH:7][CH:6]=1)=[O:4].[OH-].[Na+]. Product: [Cl:17][C:15]1[CH:16]=[C:11]([C:8]2[CH:7]=[CH:6][C:5]([C:3]([OH:4])=[O:2])=[CH:10][CH:9]=2)[CH:12]=[C:13]([Cl:31])[C:14]=1[CH2:18][C@@H:19]1[CH2:23][CH2:22][N:21]([CH:24]2[CH2:25][CH2:26][O:27][CH2:28][CH2:29]2)[C:20]1=[O:30]. The catalyst class is: 5. (3) Reactant: C(OC(N1[CH2:13][CH2:12][CH:11]([CH2:14][CH2:15][CH2:16][N:17]2[C:25]3[N:20]4[C:21](=[N:26][CH:27]=[C:19]4[C:18]2=[O:28])[CH:22]=[CH:23][CH:24]=3)CC1)=O)(C)(C)C.[ClH:29]. Product: [ClH:29].[ClH:29].[NH:17]1[CH2:18][CH2:13][CH:12]([CH2:11][CH2:14][CH2:15][CH2:16][N:17]2[C:25]3[N:20]4[C:21](=[N:26][CH:27]=[C:19]4[C:18]2=[O:28])[CH:22]=[CH:23][CH:24]=3)[CH2:15][CH2:16]1. The catalyst class is: 8. (4) Reactant: [Cl:1][C:2]1[CH:7]=[CH:6][N:5]=[C:4]([C:8]([OH:10])=O)[CH:3]=1.Cl.CN(C)CCCN=C=NCC.O.ON1C2C=CC=CC=2N=N1.[CH3:34][N:35]([CH3:39])[CH2:36][CH2:37][NH2:38].CCN(C(C)C)C(C)C. Product: [Cl:1][C:2]1[CH:7]=[CH:6][N:5]=[C:4]([C:8]([NH:38][CH2:37][CH2:36][N:35]([CH3:39])[CH3:34])=[O:10])[CH:3]=1. The catalyst class is: 18. (5) Reactant: [Br:1][C:2]1[CH:10]=[C:9]([F:11])[C:5]2[NH:6][CH:7]=[N:8][C:4]=2[CH:3]=1.[O:12]1[CH:17]=[CH:16][CH2:15][CH2:14][CH2:13]1.CC1C=CC(S(O)(=O)=O)=CC=1.O. Product: [Br:1][C:2]1[CH:10]=[C:9]([F:11])[C:5]2[N:6]([CH:13]3[CH2:14][CH2:15][CH2:16][CH2:17][O:12]3)[CH:7]=[N:8][C:4]=2[CH:3]=1. The catalyst class is: 1. (6) Reactant: C1(P(C2C=CC=CC=2)C2C=CC=CC=2)C=CC=CC=1.[N:20]([C@H:23]([C:25]1[CH:26]=[C:27]([F:33])[C:28]([F:32])=[C:29]([F:31])[CH:30]=1)[CH3:24])=[N+]=[N-].O.C(OCC)(=O)C. Product: [F:31][C:29]1[CH:30]=[C:25]([C@@H:23]([NH2:20])[CH3:24])[CH:26]=[C:27]([F:33])[C:28]=1[F:32]. The catalyst class is: 1. (7) Reactant: [C:1]([C:3]1[CH:8]=[CH:7][C:6]([C@@H:9]2[C:14]([C:15]([O:17][CH2:18][CH3:19])=[O:16])=[C:13]([CH3:20])[N:12]([C:21]3[CH:26]=[CH:25][CH:24]=[C:23]([C:27]([F:30])([F:29])[F:28])[CH:22]=3)[C:11](=[O:31])[NH:10]2)=[CH:5][CH:4]=1)#[N:2].C(=O)([O-])[O-].[K+].[K+].Br[CH2:39][C:40]([O:42][C:43]([CH3:46])([CH3:45])[CH3:44])=[O:41]. Product: [C:43]([O:42][C:40](=[O:41])[CH2:39][N:10]1[C@H:9]([C:6]2[CH:7]=[CH:8][C:3]([C:1]#[N:2])=[CH:4][CH:5]=2)[C:14]([C:15]([O:17][CH2:18][CH3:19])=[O:16])=[C:13]([CH3:20])[N:12]([C:21]2[CH:26]=[CH:25][CH:24]=[C:23]([C:27]([F:28])([F:30])[F:29])[CH:22]=2)[C:11]1=[O:31])([CH3:46])([CH3:45])[CH3:44]. The catalyst class is: 9. (8) Reactant: [Cl:1][C:2]1[CH:7]=[CH:6][CH:5]=[CH:4][C:3]=1[N:8]1[C:13](=[O:14])[CH:12]=[CH:11][C:10]2[C:15]([C:21]3[CH:26]=[CH:25][CH:24]=[CH:23][CH:22]=3)=[C:16]([C:18](O)=[O:19])[S:17][C:9]1=2.C(N1C=CN=C1)([N:29]1C=CN=C1)=O.N. Product: [Cl:1][C:2]1[CH:7]=[CH:6][CH:5]=[CH:4][C:3]=1[N:8]1[C:13](=[O:14])[CH:12]=[CH:11][C:10]2[C:15]([C:21]3[CH:26]=[CH:25][CH:24]=[CH:23][CH:22]=3)=[C:16]([C:18]([NH2:29])=[O:19])[S:17][C:9]1=2. The catalyst class is: 3.